From a dataset of Reaction yield outcomes from USPTO patents with 853,638 reactions. Predict the reaction yield, written as a fraction of the theoretical maximum amount of product (1.0 means a 100% yield; for example, 0.34 means a 34% yield). (1) The reactants are [F:1][C:2]1[CH:10]=[C:9]2[C:5]([C:6]([N:11]=[C:12]=S)=[N:7][NH:8]2)=[CH:4][CH:3]=1.C(N(CC)CC)C.Cl.Cl.[NH2:23][CH2:24][C@@:25]1([OH:33])[CH:30]2[CH2:31][CH2:32][N:27]([CH2:28][CH2:29]2)[CH2:26]1.C(N=C=NC(C)C)(C)C. The catalyst is CN(C=O)C. The product is [F:1][C:2]1[CH:10]=[C:9]2[C:5]([C:6]([NH:11][C:12]3[O:33][C@:25]4([CH2:24][N:23]=3)[CH:30]3[CH2:31][CH2:32][N:27]([CH2:28][CH2:29]3)[CH2:26]4)=[N:7][NH:8]2)=[CH:4][CH:3]=1. The yield is 0.640. (2) The reactants are [CH2:1]([O:3][C:4]([C:6]1[C:15](=[O:16])[C:14]2[C:9](=[CH:10][C:11](Cl)=[C:12]([O:17][CH3:18])[N:13]=2)[N:8]([C@H:20]([C:24]([CH3:32])([CH3:31])[O:25][SiH2:26][C:27]([CH3:30])([CH3:29])[CH3:28])[CH:21]([CH3:23])[CH3:22])[CH:7]=1)=[O:5])[CH3:2].[Br-].[F:34][C:35]1[C:42]([Cl:43])=[CH:41][CH:40]=[CH:39][C:36]=1[CH2:37][Zn+].Cl. The catalyst is O1CCCC1.Cl[Pd](Cl)([P](C1C=CC=CC=1)(C1C=CC=CC=1)C1C=CC=CC=1)[P](C1C=CC=CC=1)(C1C=CC=CC=1)C1C=CC=CC=1. The product is [CH2:1]([O:3][C:4]([C:6]1[C:15](=[O:16])[C:14]2[C:9](=[CH:10][C:11]([CH2:37][C:36]3[CH:39]=[CH:40][CH:41]=[C:42]([Cl:43])[C:35]=3[F:34])=[C:12]([O:17][CH3:18])[N:13]=2)[N:8]([C@H:20]([C:24]([CH3:32])([CH3:31])[O:25][SiH2:26][C:27]([CH3:30])([CH3:28])[CH3:29])[CH:21]([CH3:23])[CH3:22])[CH:7]=1)=[O:5])[CH3:2]. The yield is 0.700. (3) The reactants are [CH:1]1[C:14]2[C:5](=[CH:6][C:7]3[C:12]([C:13]=2[CH2:15][CH2:16][C:17]#[N:18])=[CH:11][CH:10]=[CH:9][CH:8]=3)[CH:4]=[CH:3][CH:2]=1.[NH4+].[OH-].N. The catalyst is CCO.[Ni]. The product is [CH:11]1[C:12]2[C:7](=[CH:6][C:5]3[C:14]([C:13]=2[CH2:15][CH2:16][CH2:17][NH2:18])=[CH:1][CH:2]=[CH:3][CH:4]=3)[CH:8]=[CH:9][CH:10]=1. The yield is 0.850. (4) The reactants are [CH3:1][O:2][C:3]1[CH:11]=[CH:10][C:6]([C:7]([NH2:9])=[S:8])=[CH:5][CH:4]=1.C(N(CC)CC)C.Br[CH2:20][C:21](=O)[C:22]([O:24][CH2:25][CH3:26])=[O:23]. The catalyst is C(O)C. The product is [CH2:25]([O:24][C:22]([C:21]1[N:9]=[C:7]([C:6]2[CH:10]=[CH:11][C:3]([O:2][CH3:1])=[CH:4][CH:5]=2)[S:8][CH:20]=1)=[O:23])[CH3:26]. The yield is 0.480.